Dataset: NCI-60 drug combinations with 297,098 pairs across 59 cell lines. Task: Regression. Given two drug SMILES strings and cell line genomic features, predict the synergy score measuring deviation from expected non-interaction effect. Drug 1: CC1CC2CCC3C(=C)CC(O3)CCC45CC6C(O4)C7C(O6)C(O5)C8C(O7)CCC(O8)CC(=O)CC9C(CC(C1=C)O2)OC(C9OC)CC(CN)O.CS(=O)(=O)O. Drug 2: CC1C(C(CC(O1)OC2CC(CC3=C2C(=C4C(=C3O)C(=O)C5=CC=CC=C5C4=O)O)(C(=O)C)O)N)O. Cell line: UO-31. Synergy scores: CSS=48.8, Synergy_ZIP=-0.305, Synergy_Bliss=3.02, Synergy_Loewe=0.706, Synergy_HSA=3.29.